This data is from Full USPTO retrosynthesis dataset with 1.9M reactions from patents (1976-2016). The task is: Predict the reactants needed to synthesize the given product. (1) Given the product [Cl:37][C:31]1[C:32]([Cl:36])=[CH:33][CH:34]=[CH:35][C:30]=1[N:27]1[CH2:28][CH2:29][N:24]([CH2:23][CH:22]([OH:38])[CH2:21][NH:20][C:7]([C:5]2[N:6]=[C:2]([CH3:1])[N:3]([C:11]3[CH:16]=[CH:15][CH:14]=[CH:13][CH:12]=3)[C:4]=2[CH3:10])=[O:9])[CH2:25][CH2:26]1, predict the reactants needed to synthesize it. The reactants are: [CH3:1][C:2]1[N:3]([C:11]2[CH:16]=[CH:15][CH:14]=[CH:13][CH:12]=2)[C:4]([CH3:10])=[C:5]([C:7]([O-:9])=O)[N:6]=1.[Li+].Cl.Cl.[NH2:20][CH2:21][CH:22]([OH:38])[CH2:23][N:24]1[CH2:29][CH2:28][N:27]([C:30]2[CH:35]=[CH:34][CH:33]=[C:32]([Cl:36])[C:31]=2[Cl:37])[CH2:26][CH2:25]1.CCN=C=NCCCN(C)C.C1C=CC2N(O)N=NC=2C=1.CN1CCOCC1. (2) Given the product [CH2:12]([O:11][C:5]1[CH:4]=[C:3]([CH2:19][N:20]2[CH2:21][CH2:22][O:23][CH2:24][CH2:25]2)[C:2]([Br:1])=[CH:10][C:6]=1[C:7]([NH:44][C:43]1[CH:45]=[CH:46][CH:47]=[C:41]([Cl:40])[CH:42]=1)=[O:8])[C:13]1[CH:14]=[CH:15][CH:16]=[CH:17][CH:18]=1, predict the reactants needed to synthesize it. The reactants are: [Br:1][C:2]1[C:3]([CH2:19][N:20]2[CH2:25][CH2:24][O:23][CH2:22][CH2:21]2)=[CH:4][C:5]([O:11][CH2:12][C:13]2[CH:18]=[CH:17][CH:16]=[CH:15][CH:14]=2)=[C:6]([CH:10]=1)[C:7](O)=[O:8].C(Cl)CCl.ON1C2N=CC=CC=2N=N1.[Cl:40][C:41]1[CH:42]=[C:43]([CH:45]=[CH:46][CH:47]=1)[NH2:44].CCN(C(C)C)C(C)C. (3) Given the product [O:1]1[C:5]([C:6]2[CH:7]=[CH:8][C:9]([NH:12][N:13]=[CH:19][C:18]3[CH:21]=[CH:22][C:23]([O:24][CH3:25])=[C:16]([O:15][CH3:14])[CH:17]=3)=[CH:10][CH:11]=2)=[CH:4][N:3]=[CH:2]1, predict the reactants needed to synthesize it. The reactants are: [O:1]1[C:5]([C:6]2[CH:11]=[CH:10][C:9]([NH:12][NH2:13])=[CH:8][CH:7]=2)=[CH:4][N:3]=[CH:2]1.[CH3:14][O:15][C:16]1[CH:17]=[C:18]([CH:21]=[CH:22][C:23]=1[O:24][CH3:25])[CH:19]=O. (4) The reactants are: C(OC([N:8]([C:16]1[CH:21]=[CH:20][C:19]([CH2:22][NH:23][C:24](=[O:48])[NH:25][C:26]2[CH:31]=[CH:30][C:29]([C:32]3[CH:37]=[CH:36][C:35]([C:38](=[O:43])[NH:39][CH2:40][CH2:41][OH:42])=[C:34]([NH:44][CH2:45][CH3:46])[N:33]=3)=[CH:28][C:27]=2[F:47])=[CH:18][N:17]=1)C(OC(C)(C)C)=O)=O)(C)(C)C.C(O)(C(F)(F)F)=O. Given the product [NH2:8][C:16]1[N:17]=[CH:18][C:19]([CH2:22][NH:23][C:24](=[O:48])[NH:25][C:26]2[CH:31]=[CH:30][C:29]([C:32]3[CH:37]=[CH:36][C:35]([C:38]([NH:39][CH2:40][CH2:41][OH:42])=[O:43])=[C:34]([NH:44][CH2:45][CH3:46])[N:33]=3)=[CH:28][C:27]=2[F:47])=[CH:20][CH:21]=1, predict the reactants needed to synthesize it.